From a dataset of NCI-60 drug combinations with 297,098 pairs across 59 cell lines. Regression. Given two drug SMILES strings and cell line genomic features, predict the synergy score measuring deviation from expected non-interaction effect. (1) Synergy scores: CSS=39.6, Synergy_ZIP=-0.885, Synergy_Bliss=-2.21, Synergy_Loewe=-1.33, Synergy_HSA=2.50. Drug 1: CC1C(C(CC(O1)OC2CC(CC3=C2C(=C4C(=C3O)C(=O)C5=C(C4=O)C(=CC=C5)OC)O)(C(=O)CO)O)N)O.Cl. Drug 2: CC1=C(C(=O)C2=C(C1=O)N3CC4C(C3(C2COC(=O)N)OC)N4)N. Cell line: KM12. (2) Cell line: HS 578T. Synergy scores: CSS=-1.75, Synergy_ZIP=-0.200, Synergy_Bliss=-1.84, Synergy_Loewe=-1.84, Synergy_HSA=-1.95. Drug 1: CC1=C(C=C(C=C1)C(=O)NC2=CC(=CC(=C2)C(F)(F)F)N3C=C(N=C3)C)NC4=NC=CC(=N4)C5=CN=CC=C5. Drug 2: COCCOC1=C(C=C2C(=C1)C(=NC=N2)NC3=CC=CC(=C3)C#C)OCCOC.Cl.